Dataset: Reaction yield outcomes from USPTO patents with 853,638 reactions. Task: Predict the reaction yield, written as a fraction of the theoretical maximum amount of product (1.0 means a 100% yield; for example, 0.34 means a 34% yield). (1) The reactants are [C:1]1([CH3:20])[CH:6]=[CH:5][CH:4]=[C:3]([N:7]2[C:11]3[CH:12]=[C:13](C#N)[C:14](C#N)=[CH:15][C:10]=3[N:9]=[CH:8]2)[CH:2]=1.[CH2:21](Cl)Cl.[F:24][C:25]([F:32])([F:31])[S:26]([O:29]C)(=[O:28])=[O:27].C[C:34]#[N:35]. The catalyst is CCOCC. The product is [F:24][C:25]([F:32])([F:31])[S:26]([O-:29])(=[O:28])=[O:27].[C:34]([C:12]1[C:11]2[N:7]([C:3]3[CH:2]=[C:1]([CH3:20])[CH:6]=[CH:5][CH:4]=3)[CH:8]=[N+:9]([CH3:21])[C:10]=2[CH:15]=[CH:14][CH:13]=1)#[N:35]. The yield is 0.840. (2) The reactants are [C:1](=O)([O-])[O-].[Na+].[Na+].S(OC)(OC)(=O)=O.[OH:14][C:15]1[CH:20]=[C:19]([C:21]([F:24])([F:23])[F:22])[O:18][C:17](=[O:25])[CH:16]=1. The catalyst is CC(C)=O. The product is [CH3:1][O:14][C:15]1[CH:20]=[C:19]([C:21]([F:22])([F:23])[F:24])[O:18][C:17](=[O:25])[CH:16]=1. The yield is 0.830. (3) The reactants are [C:1]([N:4]1[C:13]2[C:8](=[CH:9][C:10]([C:14]([NH:16][CH2:17][CH2:18][O:19][Si:20]([C:23]([CH3:26])([CH3:25])[CH3:24])([CH3:22])[CH3:21])=[O:15])=[CH:11][CH:12]=2)[C@H:7]([NH2:27])[C@@H:6]([CH3:28])[C@@H:5]1[CH2:29][CH3:30])(=[O:3])[CH3:2].Cl[C:32]1[CH:37]=[CH:36][N:35]=[C:34]([CH3:38])[N:33]=1.CCN(C(C)C)C(C)C. No catalyst specified. The product is [C:1]([N:4]1[C:13]2[C:8](=[CH:9][C:10]([C:14]([NH:16][CH2:17][CH2:18][O:19][Si:20]([C:23]([CH3:24])([CH3:26])[CH3:25])([CH3:21])[CH3:22])=[O:15])=[CH:11][CH:12]=2)[C@H:7]([NH:27][C:32]2[CH:37]=[CH:36][N:35]=[C:34]([CH3:38])[N:33]=2)[C@@H:6]([CH3:28])[C@@H:5]1[CH2:29][CH3:30])(=[O:3])[CH3:2]. The yield is 0.290. (4) The reactants are [Cl:1][C:2]1[CH:10]=[C:9]2[C:5]([C:6]3([C@@H:15]([C:16]4[CH:21]=[CH:20][N:19]=[C:18]([Cl:22])[C:17]=4[F:23])[C@H:14]([C:24]([OH:26])=[O:25])[N:13]([C@H](C4C=CC=CC=4)[C@@H](O)C4C=CC=CC=4)[C:12]43[CH2:46][CH2:45][C:44]([CH3:48])([CH3:47])[CH2:43][CH2:42]4)[C:7](=[O:11])[NH:8]2)=[CH:4][CH:3]=1.[N+]([O-])([O-])=O.[NH4+].[NH4+].[Ce+4].[N+]([O-])([O-])=O.[N+]([O-])([O-])=O.[N+]([O-])([O-])=O.[N+]([O-])([O-])=O.[N+]([O-])([O-])=O.C(=O)([O-])[O-].[K+].[K+]. The catalyst is CO.O. The product is [Cl:1][C:2]1[CH:10]=[C:9]2[C:5]([C:6]3([C@@H:15]([C:16]4[CH:21]=[CH:20][N:19]=[C:18]([Cl:22])[C:17]=4[F:23])[C@H:14]([C:24]([OH:26])=[O:25])[NH:13][C:12]43[CH2:46][CH2:45][C:44]([CH3:48])([CH3:47])[CH2:43][CH2:42]4)[C:7](=[O:11])[NH:8]2)=[CH:4][CH:3]=1. The yield is 0.330. (5) The reactants are [C:1]([C:3]1[CH:45]=[CH:44][C:6]2[N:7](CC3C4C(=CC=CC=4)N=CC=3C3CC3)[C:8](=[O:29])[C@@H:9](NC(=O)OC(C)(C)C)[C@H:10]([CH3:20])[N:11]([C:12]([CH:14]3[CH2:19][CH2:18][O:17][CH2:16][CH2:15]3)=[O:13])[C:5]=2[CH:4]=1)#[N:2].[ClH:46]. The catalyst is O1CCOCC1.CCOCC. The product is [ClH:46].[ClH:46].[CH3:20][CH:10]1[CH2:9][C:8](=[O:29])[NH:7][C:6]2[CH:44]=[CH:45][C:3]([C:1]#[N:2])=[CH:4][C:5]=2[N:11]1[C:12]([CH:14]1[CH2:19][CH2:18][O:17][CH2:16][CH2:15]1)=[O:13]. The yield is 0.910. (6) The yield is 0.550. The reactants are [CH2:1]([C:5]1[CH:6]=[CH:7][C:8]2[O:12][C:11]([C:13]3[CH:20]=[CH:19][C:16]([CH:17]=O)=[CH:15][CH:14]=3)=[CH:10][C:9]=2[CH:21]=1)[CH:2]([CH3:4])[CH3:3].C(O)(=O)C.[NH:26]1[CH2:31][CH2:30][CH:29]([C:32]([OH:34])=[O:33])[CH2:28][CH2:27]1.C([BH3-])#N.[Na+]. The product is [CH2:1]([C:5]1[CH:6]=[CH:7][C:8]2[O:12][C:11]([C:13]3[CH:14]=[CH:15][C:16]([CH2:17][N:26]4[CH2:31][CH2:30][CH:29]([C:32]([OH:34])=[O:33])[CH2:28][CH2:27]4)=[CH:19][CH:20]=3)=[CH:10][C:9]=2[CH:21]=1)[CH:2]([CH3:4])[CH3:3]. The catalyst is C(Cl)Cl.CO.CS(C)=O.